This data is from Forward reaction prediction with 1.9M reactions from USPTO patents (1976-2016). The task is: Predict the product of the given reaction. (1) The product is: [CH2:1]([C:8]1[CH:9]=[C:10]([N:15]2[CH:19]=[CH:18][N:17]([C:20]3[CH:25]=[CH:24][C:23]([O:26][C:27]4[CH:32]=[CH:31][CH:30]=[CH:29][CH:28]=4)=[CH:22][CH:21]=3)[C:16]2=[O:33])[CH:11]=[CH:12][C:13]=1[O:14][CH2:38][CH2:37][Br:36])[C:2]1[CH:7]=[CH:6][CH:5]=[CH:4][CH:3]=1. Given the reactants [CH2:1]([C:8]1[CH:9]=[C:10]([N:15]2[CH:19]=[CH:18][N:17]([C:20]3[CH:25]=[CH:24][C:23]([O:26][C:27]4[CH:32]=[CH:31][CH:30]=[CH:29][CH:28]=4)=[CH:22][CH:21]=3)[C:16]2=[O:33])[CH:11]=[CH:12][C:13]=1[OH:14])[C:2]1[CH:7]=[CH:6][CH:5]=[CH:4][CH:3]=1.[OH-].[Na+].[Br:36][CH2:37][CH2:38]Br, predict the reaction product. (2) Given the reactants [C:1]([CH2:9][CH2:10][C:11]([OH:13])=[O:12])(=[O:8])[C:2]1[CH:7]=[CH:6][CH:5]=[CH:4][CH:3]=1.[C:14](=O)([O-])[O-].[K+].[K+].C=O.Cl, predict the reaction product. The product is: [C:1]([CH:9]1[CH2:14][O:12][C:11](=[O:13])[CH2:10]1)(=[O:8])[C:2]1[CH:7]=[CH:6][CH:5]=[CH:4][CH:3]=1. (3) Given the reactants O.NN.[F:4][C:5]1[C:13]([N:14]2C(=O)C3C(=CC=CC=3)C2=O)=[CH:12][CH:11]=[C:10]2[C:6]=1[CH:7]=[CH:8][N:9]2[CH2:25][C:26]1[CH:31]=[CH:30][CH:29]=[CH:28][N:27]=1, predict the reaction product. The product is: [F:4][C:5]1[C:13]([NH2:14])=[CH:12][CH:11]=[C:10]2[C:6]=1[CH:7]=[CH:8][N:9]2[CH2:25][C:26]1[CH:31]=[CH:30][CH:29]=[CH:28][N:27]=1.